From a dataset of Forward reaction prediction with 1.9M reactions from USPTO patents (1976-2016). Predict the product of the given reaction. Given the reactants Cl[C:2]1C=CC=C(C(OO)=O)C=1.[Cl:12][CH:13]1[CH:25]=[C:17]2[CH2:18][O:19][CH2:20][C:21]3[CH:22]=[CH:23][CH:24]=[C:15]([C:16]=32)[C:14]1([C:28]1[N:33]=[C:32]([S:34](=O)(=[O:37])NC)[N:31]=[C:30]([NH2:39])[N:29]=1)[C:26]#[N:27], predict the reaction product. The product is: [Cl:12][CH:13]1[CH:25]=[C:17]2[CH2:18][O:19][CH2:20][C:21]3[CH:22]=[CH:23][CH:24]=[C:15]([C:16]=32)[C:14]1([C:28]1[N:33]=[C:32]([S:34]([CH3:2])=[O:37])[N:31]=[C:30]([NH2:39])[N:29]=1)[C:26]#[N:27].